This data is from Drug-target binding data from BindingDB using Ki measurements. The task is: Regression. Given a target protein amino acid sequence and a drug SMILES string, predict the binding affinity score between them. We predict pKi (pKi = -log10(Ki in M); higher means stronger inhibition). Dataset: bindingdb_ki. (1) The small molecule is CN[C@@H](C)C(=O)N[C@H]1CCC[C@H]2SC[C@@H](C(=O)Nc3cc(C)nn3-c3ccccc3)N2C1=O. The target protein sequence is MQTHAARMRTFMYWPSSVPVQPEQLAAAGFYYVGRNDDVKCFSCDGGLRCWESGDDPWVEHAKWFPGCEFLIRMKGQEYINNIHLTHSL. The pKi is 7.0. (2) The compound is CN(C)c1cccc2c(S(=O)(=O)NCCCCCCN3C[C@H](O)[C@@H](O)[C@H](O)C3)cccc12. The target protein (P36906) has sequence MIKVRVPDFSDKKFSDRWRYCVGTGRLGLALQKEYIETLKYVKENIDFKYIRGHGLLCDDVGIYREDVVGDEVKPFYNFTYIDRIFDSFLEIGIRPFVEIGFMPKKLASGTQTVFYWEGNVTPPKDYEKWSDLVKAVLHHFISRYGIEEVLKWPFEIWNEPNLKEFWKDADEKEYFKLYKVTAKAIKEVNENLKVGGPAICGGADYWIEDFLNFCYEENVPVDFVSRHATTSKQGEYTPHLIYQEIMPSEYMLNEFKTVREIIKNSHFPNLPFHITEYNTSYSPQNPVHDTPFNAAYIARILSEGGDYVDSFSYWTFSDVFEERDVPRSQFHGGFGLVALNMIPKPTFYTFKFFNAMGEEMLYRDEHMLVTRRDDGSVALIAWNEVMDKTENPDEDYEVEIPVRFRDVFIKRQLIDEEHGNPWGTWIHMGRPRYPSKEQVNTLREVAKPEIMTSQPVANDGYLNLKFKLGKNAVVLYELTERIDESSTYIGLDDSKINGY.... The pKi is 5.1. (3) The compound is O=S(=O)(O)OC[C@H]1O[C@H](O[C@H]2O[C@H](CO)[C@@H](O)[C@H](O)[C@H]2O)[C@H](O)[C@@H](O)[C@@H]1O. The target protein (A8NS89) has sequence MTETVTDQGKQRSSKLQKNEAAKDEQVEGKGKETLESGTDKSAEQNSSLLVGQPDVIDNDNVQTVDDFKNLMYKMQETRRAIVFALLNEKDLTKDDVEILKRAYEKLTDNQTHSFQREMCTLTTKLSVNIGDETRGLEKDLKYLDALMNIRREEPNLLWPIIMSRVDLFSILANYHPKGKETFLKEYEDTVKFLKTFISSEAITGKKPIFITDWDGTMKDYCSQYATNLQPVYSAVGMTRFAASFTRISAVLTAGPLRGPGILDLTAMPIDGPVMFSGSWGREWWLSGKRVVHQDGITDEGFNALQRLDDEMKDLLHTSDYAPFALVGSGVQRKVDRLTLGVQTVCHHVTSELSNRYQMAVKERMHRVDPNSQILVFDPSTELEVEVVAHNSGIIWNKGNGVERLIKSLGDSLQSPGKILICGDTLSDIPMVRQAVKQNPDGVLAIFVGAKMSLREEVKQVIGDESRCCFVSCPDVIHAAMSQILNEHCIGK. The pKi is 4.1. (4) The drug is O=C(O)CCC/C=C\C[C@@H]1C(NS(=O)(=O)c2ccccc2)C2CC[C@@H]1C2. The target protein (Q29095) has sequence MATPSSLWLGLALLGTLGVLQTPAQASLQPNFQEDKFLGRWFTSGLASNSSWFLEKKKVLSMCKSLVAPAPDGGFNLTSTFLRKDQCVTRTLMLRPAGPPGCYSYTSPHGGSNLEVSVVETDYKNYALLHTESGPSPGPAFRMATLYSRSQAPGAAVREKFTAFAKARGFTEDGIVFLPRNEKCLEEHE. The pKi is 9.2. (5) The drug is Cc1ccc(NC(=O)CCCC[C@H](C)NC[C@@H](O)COc2cccc3ccccc23)cc1. The target protein (P18762) has sequence MGPHGNDSDFLLAPNGSRAPDHDVTQERDEAWVVGMAILMSVIVLAIVFGNVLVITAIAKFERLQTVTNYFIISLACADLVMGLAVVPFGASHILMKMWNFGNFWCEFWTSIDVLCVTASIETLCVIAVDRYVAITSPFKYQSLLTKNKARVVILMVWIVSGLTSFLPIQMHWYRATHKKAIDCYTEETCCDFFTNQAYAIASSIVSFYVPLVVMVFVYSRVFQVAKRQLQKIDKSEGRFHAQNLSQVEQDGRSGHGLRRSSKFCLKEHKALKTLGIIMGTFTLCWLPFFIVNIVHVIRDNLIPKEVYILLNWLGYVNSAFNPLIYCRSPDFRIAFQELLCLRRSSSKTYGNGYSSNSNGRTDYTGEPNTCQLGQEREQELLCEDPPGMEGFVNCQGTVPSLSVDSQGRNCSTNDSPL. The pKi is 3.7. (6) The small molecule is C=C(C)[C@H]1CN[C@H](C(=O)O)[C@H]1CC(=O)O. The target protein (P19492) has sequence MGQSVLRAVFFLVLGLLGHSHGGFPNTISIGGLFMRNTVQEHSAFRFAVQLYNTNQNTTEKPFHLNYHVDHLDSSNSFSVTNAFCSQFSRGVYAIFGFYDQMSMNTLTSFCGALHTSFVTPSFPTDADVQFVIQMRPALKGAILSLLSYYKWEKFVYLYDTERGFSVLQAIMEAAVQNNWQVTARSVGNIKDVQEFRRIIEEMDRRQEKRYLIDCEVERINTILEQVVILGKHSRGYHYMLANLGFTDILLERVMHGGANITGFQIVNNENPMVQQFIQRWVRLDEREFPEAKNAPLKYTSALTHDAILVIAEAFRYLRRQRVDVSRRGSAGDCLANPAVPWSQGIDIERALKMVQVQGMTGNIQFDTYGRRTNYTIDVYEMKVSGSRKAGYWNEYERFVPFSDQQISNDSSSSENRTIVVTTILESPYVMYKKNHEQLEGNERYEGYCVDLAYEIAKHVRIKYKLSIVGDGKYGARDPETKIWNGMVGELVYGRADIAV.... The pKi is 8.7. (7) The small molecule is COc1ccc(C(=O)N2CCN(c3cnccn3)CC2)cc1C#Cc1ccccc1. The target protein (P31424) has sequence MVLLLILSVLLLKEDVRGSAQSSERRVVAHMPGDIIIGALFSVHHQPTVDKVHERKCGAVREQYGIQRVEAMLHTLERINSDPTLLPNITLGCEIRDSCWHSAVALEQSIEFIRDSLISSEEEEGLVRCVDGSSSFRSKKPIVGVIGPGSSSVAIQVQNLLQLFNIPQIAYSATSMDLSDKTLFKYFMRVVPSDAQQARAMVDIVKRYNWTYVSAVHTEGNYGESGMEAFKDMSAKEGICIAHSYKIYSNAGEQSFDKLLKKLRSHLPKARVVACFCEGMTVRGLLMAMRRLGLAGEFLLLGSDGWADRYDVTDGYQREAVGGITIKLQSPDVKWFDDYYLKLRPETNLRNPWFQEFWQHRFQCRLEGFAQENSKYNKTCNSSLTLRTHHVQDSKMGFVINAIYSMAYGLHNMQMSLCPGYAGLCDAMKPIDGRKLLDSLMKTNFTGVSGDMILFDENGDSPGRYEIMNFKEMGKDYFDYINVGSWDNGELKMDDDEVWS.... The pKi is 7.6.